Dataset: Reaction yield outcomes from USPTO patents with 853,638 reactions. Task: Predict the reaction yield, written as a fraction of the theoretical maximum amount of product (1.0 means a 100% yield; for example, 0.34 means a 34% yield). (1) The reactants are [F:1][C:2]1[CH:3]=[C:4]([NH:10][C:11](=[O:19])OC2C=CC=CC=2)[CH:5]=[CH:6][C:7]=1[CH2:8][OH:9].Cl.[Cl:21][C:22]1[C:27]([Cl:28])=[CH:26][CH:25]=[CH:24][C:23]=1[N:29]1[C:33]([CH2:34][NH2:35])=[CH:32][C:31]([C:36]([F:39])([F:38])[F:37])=[N:30]1. The catalyst is C(Cl)Cl.O. The product is [Cl:21][C:22]1[C:27]([Cl:28])=[CH:26][CH:25]=[CH:24][C:23]=1[N:29]1[C:33]([CH2:34][NH:35][C:11]([NH:10][C:4]2[CH:5]=[CH:6][C:7]([CH2:8][OH:9])=[C:2]([F:1])[CH:3]=2)=[O:19])=[CH:32][C:31]([C:36]([F:38])([F:39])[F:37])=[N:30]1. The yield is 0.230. (2) The reactants are [H-].[Na+].[NH:3]1[CH2:8][CH2:7][CH:6]([OH:9])[CH2:5][CH2:4]1.Br[C:11]1[CH:16]=[CH:15][C:14]([Br:17])=[CH:13][N:12]=1. The catalyst is CS(C)=O. The product is [Br:17][C:14]1[CH:15]=[CH:16][C:11]([O:9][CH:6]2[CH2:7][CH2:8][NH:3][CH2:4][CH2:5]2)=[N:12][CH:13]=1. The yield is 0.580. (3) The reactants are ClCCl.[CH:4]([O:7][C:8]([N:10]1[C:19]2[C:14](=[N:15][C:16](Br)=[CH:17][CH:18]=2)[C@H:13]([N:21]([C:37](=[O:39])[CH3:38])[CH2:22][C:23]2[CH:28]=[C:27]([C:29]([F:32])([F:31])[F:30])[CH:26]=[C:25]([C:33]([F:36])([F:35])[F:34])[CH:24]=2)[CH2:12][C@@H:11]1[CH2:40][CH3:41])=[O:9])([CH3:6])[CH3:5].[CH3:42]B(O)O.[F-].[Cs+]. The catalyst is O1CCOCC1.O. The product is [CH:4]([O:7][C:8]([N:10]1[C:19]2[C:14](=[N:15][C:16]([CH3:42])=[CH:17][CH:18]=2)[C@H:13]([N:21]([C:37](=[O:39])[CH3:38])[CH2:22][C:23]2[CH:28]=[C:27]([C:29]([F:32])([F:31])[F:30])[CH:26]=[C:25]([C:33]([F:36])([F:35])[F:34])[CH:24]=2)[CH2:12][C@@H:11]1[CH2:40][CH3:41])=[O:9])([CH3:6])[CH3:5]. The yield is 0.840. (4) The reactants are [Cl:1][C:2]1[CH:7]=[CH:6][C:5]([C:8]2[N:13]([CH3:14])[C:12](=[O:15])[C:11]([O:16]C)=[CH:10][N:9]=2)=[CH:4][C:3]=1[C:18]([F:21])([F:20])[F:19].B(Br)(Br)Br. The catalyst is C(Cl)Cl. The product is [Cl:1][C:2]1[CH:7]=[CH:6][C:5]([C:8]2[N:13]([CH3:14])[C:12](=[O:15])[C:11]([OH:16])=[CH:10][N:9]=2)=[CH:4][C:3]=1[C:18]([F:21])([F:19])[F:20]. The yield is 0.700.